From a dataset of Reaction yield outcomes from USPTO patents with 853,638 reactions. Predict the reaction yield, written as a fraction of the theoretical maximum amount of product (1.0 means a 100% yield; for example, 0.34 means a 34% yield). (1) The reactants are [H-].[Na+].[C:3]1([CH2:11][OH:12])[CH:8]=[CH:7][CH:6]=[C:5]([CH2:9][OH:10])[CH:4]=1.[C:13]([Si:17]([CH3:20])([CH3:19])Cl)([CH3:16])([CH3:15])[CH3:14]. The catalyst is C1COCC1. The product is [O:10]([CH2:9][C:5]1[CH:4]=[C:3]([CH:8]=[CH:7][CH:6]=1)[CH2:11][OH:12])[Si:17]([C:13]([CH3:16])([CH3:15])[CH3:14])([CH3:20])[CH3:19]. The yield is 0.510. (2) The yield is 0.430. The reactants are [O:1]([C:8]1[CH:28]=[CH:27][C:11]([O:12][C:13]2[CH:18]=[CH:17][N:16]=[CH:15][C:14]=2[C:19]2[CH:24]=[CH:23][C:22]([CH2:25][NH2:26])=[CH:21][CH:20]=2)=[CH:10][CH:9]=1)[C:2]1[CH:7]=[CH:6][CH:5]=[CH:4][CH:3]=1.N1C=CC=CC=1.CN1C[CH2:39][CH2:38][C:37]1=[O:41]. The product is [O:1]([C:8]1[CH:9]=[CH:10][C:11]([O:12][C:13]2[CH:18]=[CH:17][N:16]=[CH:15][C:14]=2[C:19]2[CH:24]=[CH:23][C:22]([CH2:25][NH:26][C:37](=[O:41])[CH2:38][CH3:39])=[CH:21][CH:20]=2)=[CH:27][CH:28]=1)[C:2]1[CH:7]=[CH:6][CH:5]=[CH:4][CH:3]=1. The catalyst is ClCCl. (3) The reactants are [F:1][C:2]1[CH:7]=[C:6]([CH3:8])[CH:5]=[CH:4][C:3]=1[NH2:9].C1(P(C2C=CC=CC=2)C2(P(C3C=CC=CC=3)C3C=CC=CC=3)CC=C3C(C=CC=C3)=C2C2C3C(=CC=CC=3)C=CC=2)C=CC=CC=1.C(=O)([O-])[O-].[Cs+].[Cs+].[CH2:62]([O:64][C:65]([C:67]1[C:72](Cl)=[C:71]([CH3:74])[C:70](=[O:75])[N:69]([CH3:76])[C:68]=1[CH3:77])=[O:66])[CH3:63]. The catalyst is C1(C)C=CC=CC=1.CCOC(C)=O.C([O-])(=O)C.[Pd+2].C([O-])(=O)C. The product is [CH2:62]([O:64][C:65]([C:67]1[C:72]([NH:9][C:3]2[CH:4]=[CH:5][C:6]([CH3:8])=[CH:7][C:2]=2[F:1])=[C:71]([CH3:74])[C:70](=[O:75])[N:69]([CH3:76])[C:68]=1[CH3:77])=[O:66])[CH3:63]. The yield is 0.710. (4) No catalyst specified. The reactants are [CH2:1]([C:3]1[CH:11]=[CH:10][C:6]([C:7]([OH:9])=[O:8])=[CH:5][C:4]=1[N+:12]([O-:14])=[O:13])[CH3:2].O=S(Cl)Cl.[CH3:19]O. The yield is 0.980. The product is [CH2:1]([C:3]1[CH:11]=[CH:10][C:6]([C:7]([O:9][CH3:19])=[O:8])=[CH:5][C:4]=1[N+:12]([O-:14])=[O:13])[CH3:2]. (5) The reactants are Cl[CH2:2][CH2:3][CH2:4][S:5]([N:8]1[CH2:13][CH2:12][CH:11]([C:14]2[C:22]3[C:17](=[C:18]([C:28]([NH2:30])=[O:29])[CH:19]=[C:20]([C:23]4[CH:27]=[CH:26][S:25][CH:24]=4)[CH:21]=3)[NH:16][N:15]=2)[CH2:10][CH2:9]1)(=[O:7])=[O:6].C([O-])([O-])=O.[K+].[K+].[I-].[Na+].[CH3:39][NH:40][CH3:41]. The catalyst is CN(C=O)C. The product is [CH3:39][N:40]([CH3:41])[CH2:2][CH2:3][CH2:4][S:5]([N:8]1[CH2:13][CH2:12][CH:11]([C:14]2[C:22]3[C:17](=[C:18]([C:28]([NH2:30])=[O:29])[CH:19]=[C:20]([C:23]4[CH:27]=[CH:26][S:25][CH:24]=4)[CH:21]=3)[NH:16][N:15]=2)[CH2:10][CH2:9]1)(=[O:7])=[O:6]. The yield is 0.470. (6) The reactants are Cl[C:2]1[C:15]2[C:14]3[CH:13]=[CH:12][CH:11]=[CH:10][C:9]=3[C:8]3=[N:16][CH:17]=[CH:18][N:7]3[C:6]=2[CH:5]=[CH:4][CH:3]=1.[Br-].[CH:20]1([Zn+])[CH2:25][CH2:24][CH2:23][CH2:22][CH2:21]1. The catalyst is COC1C=CC=C(OC)C=1C1C=CC=CC=1P(C1CCCCC1)C1CCCCC1.[Pd].C1COCC1. The product is [CH:20]1([C:2]2[C:15]3[C:14]4[CH:13]=[CH:12][CH:11]=[CH:10][C:9]=4[C:8]4=[N:16][CH:17]=[CH:18][N:7]4[C:6]=3[CH:5]=[CH:4][CH:3]=2)[CH2:25][CH2:24][CH2:23][CH2:22][CH2:21]1. The yield is 0.800. (7) The reactants are [CH3:1][O:2][C:3](=[O:62])[NH:4][CH:5]([C:9]([N:11]1[CH:17]([C:18]2[NH:19][C:20]([C:23]3[CH:28]=[CH:27][C:26]([C:29]4[CH:38]=[CH:37][C:36]5[C:31](=[CH:32][CH:33]=[C:34]([C:39]6[NH:40][C:41]([CH:44]7[CH:49]8[CH2:50][CH:46]([CH2:47][CH2:48]8)[N:45]7[C:51](=[O:61])[CH:52]([CH:58]7[CH2:60][CH2:59]7)[NH:53][C:54]([O:56][CH3:57])=[O:55])=[N:42][CH:43]=6)[CH:35]=5)[CH:30]=4)=[CH:25][CH:24]=3)=[CH:21][N:22]=2)[CH2:16][C:13]2([CH2:15][CH2:14]2)[CH2:12]1)=[O:10])[CH:6]([CH3:8])[CH3:7].COC(NC(C(C)C)C(O)=O)=O. No catalyst specified. The product is [CH3:57][O:56][C:54](=[O:55])[NH:53][CH:52]([C:51]([N:45]1[CH:44]([C:41]2[NH:40][C:39]([C:34]3[CH:33]=[CH:32][C:31]4[C:36](=[CH:37][CH:38]=[C:29]([C:26]5[CH:25]=[CH:24][C:23]([C:20]6[NH:19][C:18]([CH:17]7[CH2:16][C:13]8([CH2:14][CH2:15]8)[CH2:12][N:11]7[C:9](=[O:10])[CH:5]([NH:4][C:3]([O:2][CH3:1])=[O:62])[CH:6]([CH3:8])[CH3:7])=[N:22][CH:21]=6)=[CH:28][CH:27]=5)[CH:30]=4)[CH:35]=3)=[CH:43][N:42]=2)[CH:49]2[CH2:50][CH:46]1[CH2:47][CH2:48]2)=[O:61])[CH:58]([CH3:59])[CH3:60]. The yield is 0.650. (8) The reactants are FC(F)(F)C(O)=O.C([O:12][C:13](=[O:29])[C:14]1[CH:19]=[CH:18][C:17]([CH2:20][CH2:21][CH2:22][CH2:23][C:24]([O:26][CH3:27])=[O:25])=[C:16]([CH3:28])[CH:15]=1)(C)(C)C. The catalyst is ClCCl. The product is [CH3:27][O:26][C:24]([CH2:23][CH2:22][CH2:21][CH2:20][C:17]1[CH:18]=[CH:19][C:14]([C:13]([OH:29])=[O:12])=[CH:15][C:16]=1[CH3:28])=[O:25]. The yield is 0.920. (9) The reactants are O[C@@H:2]1[CH2:7][N:6]([C:8](=[O:13])[C:9]([F:12])([F:11])[F:10])[C@H:5]([C:14]([O:16][C:17]([CH3:20])([CH3:19])[CH3:18])=[O:15])[CH2:4][CH2:3]1.N1C(C)=CC=CC=1C.FC(F)(F)S(OS(C(F)(F)F)(=O)=O)(=O)=O.[CH2:44]([O:51][NH2:52])[C:45]1[CH:50]=[CH:49][CH:48]=[CH:47][CH:46]=1. The catalyst is C(#N)C. The product is [CH2:44]([O:51][NH:52][C@H:2]1[CH2:7][N:6]([C:8](=[O:13])[C:9]([F:12])([F:11])[F:10])[C@H:5]([C:14]([O:16][C:17]([CH3:20])([CH3:19])[CH3:18])=[O:15])[CH2:4][CH2:3]1)[C:45]1[CH:50]=[CH:49][CH:48]=[CH:47][CH:46]=1. The yield is 0.850. (10) The reactants are [Cl:1][C:2]1[CH:10]=[CH:9][C:8](F)=[CH:7][C:3]=1[C:4]([NH2:6])=[O:5].C(=O)([O-])[O-].[K+].[K+].[CH3:18][N:19]1[CH2:24][CH2:23][NH:22][CH2:21][CH2:20]1.O. The catalyst is CS(C)=O. The product is [Cl:1][C:2]1[CH:10]=[CH:9][C:8]([N:22]2[CH2:23][CH2:24][N:19]([CH3:18])[CH2:20][CH2:21]2)=[CH:7][C:3]=1[C:4]([NH2:6])=[O:5]. The yield is 0.400.